Dataset: Reaction yield outcomes from USPTO patents with 853,638 reactions. Task: Predict the reaction yield, written as a fraction of the theoretical maximum amount of product (1.0 means a 100% yield; for example, 0.34 means a 34% yield). (1) The reactants are [ClH:1].[F:2][C:3]1[CH:8]=[C:7]([F:9])[CH:6]=[CH:5][C:4]=1[C@H:10]1[C@H:14]([C:15]([N:17]2[CH2:22][CH2:21][C@:20]([O:29][CH3:30])([C:23]3[CH:28]=[CH:27][CH:26]=[CH:25][CH:24]=3)[C@@H:19]([O:31][CH3:32])[CH2:18]2)=[O:16])[CH2:13][N:12](C(OC(C)(C)C)=O)[CH2:11]1. The catalyst is O1CCOCC1.ClCCl. The product is [ClH:1].[F:2][C:3]1[CH:8]=[C:7]([F:9])[CH:6]=[CH:5][C:4]=1[C@@H:10]1[CH2:11][NH:12][CH2:13][C@H:14]1[C:15]([N:17]1[CH2:22][CH2:21][C@:20]([O:29][CH3:30])([C:23]2[CH:28]=[CH:27][CH:26]=[CH:25][CH:24]=2)[C@@H:19]([O:31][CH3:32])[CH2:18]1)=[O:16]. The yield is 0.860. (2) The reactants are [CH2:1]([C:5]1[N:6]=[C:7]([CH3:27])[NH:8][C:9](=[O:26])[C:10]=1[CH2:11][C:12]1[CH:17]=[CH:16][C:15]([C:18]2[C:19]([C:24]#[N:25])=[CH:20][CH:21]=[CH:22][CH:23]=2)=[CH:14][CH:13]=1)[CH2:2][CH2:3][CH3:4].N(C(N1CCCCC1)=O)=NC(N1CCCCC1)=O.C(P(CCCC)CCCC)CCC.[CH3:59][C:60]1([CH3:71])[CH2:64][C:63]2[CH:65]=[CH:66][CH:67]=[C:68]([CH2:69]O)[C:62]=2[O:61]1. The catalyst is C(OCC)(=O)C.O1CCCC1. The product is [CH2:1]([C:5]1[N:6]=[C:7]([CH3:27])[N:8]([CH2:69][C:68]2[C:62]3[O:61][C:60]([CH3:71])([CH3:59])[CH2:64][C:63]=3[CH:65]=[CH:66][CH:67]=2)[C:9](=[O:26])[C:10]=1[CH2:11][C:12]1[CH:17]=[CH:16][C:15]([C:18]2[C:19]([C:24]#[N:25])=[CH:20][CH:21]=[CH:22][CH:23]=2)=[CH:14][CH:13]=1)[CH2:2][CH2:3][CH3:4]. The yield is 0.460. (3) The reactants are C([C:4]1[CH:9]=[C:8]([O:10][C:11]2[CH:16]=[CH:15][C:14]([NH:17][C:18]3[C:23]([C:24]([NH:26][C:27]4[CH:32]=[CH:31][C:30]([F:33])=[CH:29][C:28]=4[F:34])=[O:25])=[CH:22][N:21]=[C:20]([N:35]4[CH2:40][CH2:39][O:38][CH2:37][CH2:36]4)[N:19]=3)=[CH:13][C:12]=2[F:41])[CH:7]=[CH:6][N:5]=1)(=O)N.[ClH:42].[NH2:43]C1C=C(OC2C=CC(NC3N=CC=CC=3C(NC3C=CC(F)=CC=3F)=O)=CC=2F)C=CN=1. No catalyst specified. The product is [ClH:42].[ClH:42].[ClH:42].[NH2:43][C:4]1[CH:9]=[C:8]([O:10][C:11]2[CH:16]=[CH:15][C:14]([NH:17][C:18]3[C:23]([C:24]([NH:26][C:27]4[CH:32]=[CH:31][C:30]([F:33])=[CH:29][C:28]=4[F:34])=[O:25])=[CH:22][N:21]=[C:20]([N:35]4[CH2:40][CH2:39][O:38][CH2:37][CH2:36]4)[N:19]=3)=[CH:13][C:12]=2[F:41])[CH:7]=[CH:6][N:5]=1. The yield is 0.260. (4) The reactants are C[Si]([N-][Si](C)(C)C)(C)C.[Na+].[Cl:11][C:12]1[CH:13]=[C:14]([F:19])[C:15](F)=[N:16][CH:17]=1.[C:20](#[N:24])[CH:21]([CH3:23])[CH3:22].[Cl-].[NH4+]. The catalyst is C1(C)C=CC=CC=1. The product is [Cl:11][C:12]1[CH:13]=[C:14]([F:19])[C:15]([C:21]([CH3:23])([CH3:22])[C:20]#[N:24])=[N:16][CH:17]=1. The yield is 0.950. (5) The reactants are [O:1]=[C:2]([C:9]1[CH:14]=[CH:13][C:12]([O:15][C:16]2[CH:21]=[CH:20][CH:19]=[CH:18][CH:17]=2)=[CH:11][CH:10]=1)[CH2:3][C:4]([O:6][CH2:7][CH3:8])=[O:5].C[C:23]([N:25]([CH3:27])[CH3:26])=O.[CH3:23][N:25]([CH:27]=O)[CH3:26]. No catalyst specified. The product is [CH3:23][N:25]([CH3:27])[CH:26]=[C:3]([C:2](=[O:1])[C:9]1[CH:14]=[CH:13][C:12]([O:15][C:16]2[CH:21]=[CH:20][CH:19]=[CH:18][CH:17]=2)=[CH:11][CH:10]=1)[C:4]([O:6][CH2:7][CH3:8])=[O:5]. The yield is 1.00.